From a dataset of Peptide-MHC class I binding affinity with 185,985 pairs from IEDB/IMGT. Regression. Given a peptide amino acid sequence and an MHC pseudo amino acid sequence, predict their binding affinity value. This is MHC class I binding data. (1) The peptide sequence is SILARRPTPK. The MHC is HLA-A03:01 with pseudo-sequence HLA-A03:01. The binding affinity (normalized) is 0.993. (2) The peptide sequence is YSLAGSSPF. The MHC is HLA-B15:17 with pseudo-sequence HLA-B15:17. The binding affinity (normalized) is 1.00.